Dataset: CYP2C19 inhibition data for predicting drug metabolism from PubChem BioAssay. Task: Regression/Classification. Given a drug SMILES string, predict its absorption, distribution, metabolism, or excretion properties. Task type varies by dataset: regression for continuous measurements (e.g., permeability, clearance, half-life) or binary classification for categorical outcomes (e.g., BBB penetration, CYP inhibition). Dataset: cyp2c19_veith. (1) The molecule is COCCn1c(=O)c(-c2cccc(C#N)c2)nc2cnc(OC)nc21. The result is 0 (non-inhibitor). (2) The drug is N[C@@H](Cn1ccc(=O)n(Cc2ccccc2C(=O)O)c1=O)C(=O)O. The result is 1 (inhibitor). (3) The compound is Cc1ccc(OCC(=O)Nn2cnc3ccccc32)cc1. The result is 1 (inhibitor). (4) The compound is CCOC(=O)c1nnc(-c2ccccc2)nc1NCc1ccccc1. The result is 1 (inhibitor). (5) The molecule is O=C(O)COc1ccc(OCCNC[C@@H](O)COc2ccccc2)cc1. The result is 0 (non-inhibitor).